This data is from Reaction yield outcomes from USPTO patents with 853,638 reactions. The task is: Predict the reaction yield, written as a fraction of the theoretical maximum amount of product (1.0 means a 100% yield; for example, 0.34 means a 34% yield). (1) The reactants are [CH3:1][C:2]1[C:10]([C:11]2[S:12][C:13]([C:24]([O:26][CH3:27])=[O:25])=[C:14](OS(C(F)(F)F)(=O)=O)[N:15]=2)=[C:5]2[CH:6]=[CH:7][CH:8]=[CH:9][N:4]2[N:3]=1.[CH2:28]([O:30][C:31]1[CH:36]=[CH:35][CH:34]=[C:33]([F:37])[C:32]=1B(O)O)[CH3:29].C(=O)([O-])[O-].[Cs+].[Cs+].O. The catalyst is COCCOC. The product is [CH2:28]([O:30][C:31]1[CH:36]=[CH:35][CH:34]=[C:33]([F:37])[C:32]=1[C:14]1[N:15]=[C:11]([C:10]2[C:2]([CH3:1])=[N:3][N:4]3[CH:9]=[CH:8][CH:7]=[CH:6][C:5]=23)[S:12][C:13]=1[C:24]([O:26][CH3:27])=[O:25])[CH3:29]. The yield is 1.00. (2) The reactants are [NH:1]1[C:9]2[C:4](=[CH:5][CH:6]=[CH:7][CH:8]=2)[C:3]([CH2:10][CH2:11][NH:12][C:13](=[O:18])[C:14]([F:17])([F:16])[F:15])=[CH:2]1.[C:19](O[C:19]([O:21][C:22]([CH3:25])([CH3:24])[CH3:23])=[O:20])([O:21][C:22]([CH3:25])([CH3:24])[CH3:23])=[O:20]. The catalyst is C1COCC1.CN(C)C1C=CN=CC=1.C(Cl)Cl. The product is [F:16][C:14]([F:15])([F:17])[C:13]([NH:12][CH2:11][CH2:10][C:3]1[C:4]2[C:9](=[CH:8][CH:7]=[CH:6][CH:5]=2)[N:1]([C:19]([O:21][C:22]([CH3:25])([CH3:24])[CH3:23])=[O:20])[CH:2]=1)=[O:18]. The yield is 0.760. (3) The reactants are [CH3:1][C:2]1[CH:8]=[C:7]([B:9]2[O:13][C:12]([CH3:15])([CH3:14])[C:11]([CH3:17])([CH3:16])[O:10]2)[CH:6]=[C:5]([N+:18]([O-])=O)[C:3]=1[NH2:4]. The catalyst is CO.[Pd]. The product is [CH3:1][C:2]1[CH:8]=[C:7]([B:9]2[O:13][C:12]([CH3:15])([CH3:14])[C:11]([CH3:17])([CH3:16])[O:10]2)[CH:6]=[C:5]([NH2:18])[C:3]=1[NH2:4]. The yield is 0.890. (4) The reactants are C([Li])CCC.Br[C:7]1[CH:12]=[CH:11][CH:10]=[C:9]([C:13]#[C:14][CH3:15])[CH:8]=1.[B:16](OC(C)C)([O:21]C(C)C)[O:17]C(C)C.Cl.[OH-].[K+].CC1CCCO1. The catalyst is O1CCCC1.C1(C)C=CC=CC=1. The product is [C:13]([C:9]1[CH:8]=[C:7]([B:16]([OH:21])[OH:17])[CH:12]=[CH:11][CH:10]=1)#[C:14][CH3:15]. The yield is 0.750. (5) The reactants are [NH2:1][C:2]1[C:11]2[C:6](=[C:7](Br)[CH:8]=[CH:9][CH:10]=2)[N:5]=[N:4][C:3]=1[C:13]([NH:15][CH2:16][CH2:17][CH3:18])=[O:14].[F:19][C:20]1[CH:25]=[C:24]([O:26][CH3:27])[C:23]([F:28])=[CH:22][C:21]=1B(O)O. No catalyst specified. The product is [NH2:1][C:2]1[C:11]2[C:6](=[C:7]([C:21]3[CH:22]=[C:23]([F:28])[C:24]([O:26][CH3:27])=[CH:25][C:20]=3[F:19])[CH:8]=[CH:9][CH:10]=2)[N:5]=[N:4][C:3]=1[C:13]([NH:15][CH2:16][CH2:17][CH3:18])=[O:14]. The yield is 0.670. (6) The reactants are [F:1][C:2]1[CH:7]=[CH:6][C:5]([C:8]#[C:9][C:10]2[CH:11]=[N:12][CH:13]=[C:14]([CH:17]=2)[C:15]#[N:16])=[CH:4][C:3]=1[CH:18]=O.[CH3:20][NH:21][CH2:22][CH2:23][C:24]#[N:25].C(O[BH-](OC(=O)C)OC(=O)C)(=O)C.[Na+]. The catalyst is ClC(Cl)C. The product is [C:24]([CH2:23][CH2:22][N:21]([CH2:18][C:3]1[CH:4]=[C:5]([C:8]#[C:9][C:10]2[CH:11]=[N:12][CH:13]=[C:14]([CH:17]=2)[C:15]#[N:16])[CH:6]=[CH:7][C:2]=1[F:1])[CH3:20])#[N:25]. The yield is 0.430. (7) The reactants are F.F.F.C(N(CC)CC)C.[Si]([O:28][CH2:29][C@H:30]1[O:34][C@@H:33]([N:35]2[CH:42]=[C:41]([CH3:43])[C:39](=[O:40])[NH:38][C:36]2=[O:37])[C@H:32]([O:44][CH2:45][CH2:46][O:47][N:48]([CH3:50])[CH3:49])[C@@H:31]1[OH:51])(C(C)(C)C)(C1C=CC=CC=1)C1C=CC=CC=1.CO. The catalyst is C1COCC1.C(Cl)Cl. The product is [CH3:49][N:48]([CH3:50])[O:47][CH2:46][CH2:45][O:44][C@@H:32]1[C@H:31]([OH:51])[C@@H:30]([CH2:29][OH:28])[O:34][C@H:33]1[N:35]1[CH:42]=[C:41]([CH3:43])[C:39](=[O:40])[NH:38][C:36]1=[O:37]. The yield is 0.925. (8) The reactants are [Cl:1][C:2]1[N:3]=[C:4]([NH:11][CH:12]2[CH2:17][CH2:16][CH2:15][N:14](C(OC(C)(C)C)=O)[CH2:13]2)[C:5]2[S:10][CH2:9][CH2:8][C:6]=2[N:7]=1.Cl.CO. The catalyst is O1CCOCC1. The product is [ClH:1].[Cl:1][C:2]1[N:3]=[C:4]([NH:11][CH:12]2[CH2:17][CH2:16][CH2:15][NH:14][CH2:13]2)[C:5]2[S:10][CH2:9][CH2:8][C:6]=2[N:7]=1. The yield is 0.910. (9) The reactants are O[C:2]([C:5]1[C:10]([O:11][CH3:12])=[CH:9][CH:8]=[CH:7][C:6]=1[OH:13])([CH3:4])[CH3:3].O.C([O-])=O.[NH4+]. The catalyst is C(O)(=O)C.[Pd]. The product is [CH:2]([C:5]1[C:10]([O:11][CH3:12])=[CH:9][CH:8]=[CH:7][C:6]=1[OH:13])([CH3:4])[CH3:3]. The yield is 0.920.